Dataset: KCNQ2 potassium channel screen with 302,405 compounds. Task: Binary Classification. Given a drug SMILES string, predict its activity (active/inactive) in a high-throughput screening assay against a specified biological target. (1) The result is 0 (inactive). The compound is OC(c1ccccc1)(c1ccccc1)CC#CCN(C)C. (2) The compound is Clc1c(NS(=O)(=O)c2cc(C(=O)NCC(N3CCOCC3)c3ccc(OC)cc3)ccc2)cccc1. The result is 0 (inactive). (3) The result is 0 (inactive). The compound is O=C(NCc1c(OC)cccc1)C1N(C2C(C1)Cn1c2nc2c1cc(c(c2)C)C)C. (4) The drug is Clc1cc(N2C(=O)C(N(CC)CC)CC2=O)ccc1. The result is 0 (inactive). (5) The compound is O1CCN(CC1)C(=O)CN1CCCC1=O. The result is 0 (inactive). (6) The compound is Clc1c(CSc2sc(NC(=O)c3nn(C(C)C)c(=O)c4c3cccc4)nn2)c(Cl)ccc1. The result is 0 (inactive).